From a dataset of Forward reaction prediction with 1.9M reactions from USPTO patents (1976-2016). Predict the product of the given reaction. (1) Given the reactants Br[C:2]1[C:3]2[N:4]([N:30]=[CH:31][N:32]=2)[CH:5]=[C:6]([C:8]2[CH:9]=[C:10]([CH:27]=[CH:28][CH:29]=2)[C:11]([NH:13][C:14]2[CH:26]=[CH:25][C:17]([C:18]([O:20][C:21]([CH3:24])([CH3:23])[CH3:22])=[O:19])=[CH:16][CH:15]=2)=[O:12])[CH:7]=1.[CH3:33][CH:34]1[CH2:38][CH2:37][CH2:36][N:35]1[C:39]1[N:44]=[C:43]([NH2:45])[CH:42]=[CH:41][CH:40]=1.C1C=CC(P(C2C(C3C(P(C4C=CC=CC=4)C4C=CC=CC=4)=CC=C4C=3C=CC=C4)=C3C(C=CC=C3)=CC=2)C2C=CC=CC=2)=CC=1.C([O-])([O-])=O.[Cs+].[Cs+], predict the reaction product. The product is: [CH3:33][CH:34]1[CH2:38][CH2:37][CH2:36][N:35]1[C:39]1[N:44]=[C:43]([NH:45][C:2]2[C:3]3[N:4]([N:30]=[CH:31][N:32]=3)[CH:5]=[C:6]([C:8]3[CH:9]=[C:10]([CH:27]=[CH:28][CH:29]=3)[C:11]([NH:13][C:14]3[CH:26]=[CH:25][C:17]([C:18]([O:20][C:21]([CH3:24])([CH3:23])[CH3:22])=[O:19])=[CH:16][CH:15]=3)=[O:12])[CH:7]=2)[CH:42]=[CH:41][CH:40]=1. (2) The product is: [C:8]([NH2:10])(=[O:9])[C:7]1[CH:11]=[CH:12][CH:4]=[CH:5][CH:6]=1. Given the reactants [H][H].S[C:4]1[CH:12]=[CH:11][C:7]([C:8]([NH2:10])=[O:9])=[CH:6][CH:5]=1, predict the reaction product. (3) Given the reactants [CH3:1][O:2][C:3]1[CH:50]=[C:49]([O:51][CH3:52])[CH:48]=[C:47]([O:53][CH3:54])[C:4]=1/[CH:5]=[CH:6]/[CH:7]([S:19]([CH:21](/[CH:33]=[CH:34]/[C:35]1[C:40]([O:41][CH3:42])=[CH:39][C:38]([O:43][CH3:44])=[CH:37][C:36]=1[O:45][CH3:46])[C:22]1[CH:27]=[CH:26][C:25]([O:28][CH3:29])=[C:24]([N+:30]([O-])=O)[CH:23]=1)=[O:20])[C:8]1[CH:13]=[CH:12][C:11]([O:14][CH3:15])=[C:10]([N+:16]([O-])=O)[CH:9]=1.S(S([O-])=O)([O-])=O.[Na+].[Na+], predict the reaction product. The product is: [CH3:46][O:45][C:36]1[CH:37]=[C:38]([O:43][CH3:44])[CH:39]=[C:40]([O:41][CH3:42])[C:35]=1/[CH:34]=[CH:33]/[CH:21]([S:19]([CH:7](/[CH:6]=[CH:5]/[C:4]1[C:47]([O:53][CH3:54])=[CH:48][C:49]([O:51][CH3:52])=[CH:50][C:3]=1[O:2][CH3:1])[C:8]1[CH:13]=[CH:12][C:11]([O:14][CH3:15])=[C:10]([NH2:16])[CH:9]=1)=[O:20])[C:22]1[CH:27]=[CH:26][C:25]([O:28][CH3:29])=[C:24]([NH2:30])[CH:23]=1. (4) Given the reactants [P:1]([O:21][CH3:22])([O:19][CH3:20])([O:3][C:4]([C:8]1[C:16]2[C:11](=[CH:12][C:13]([O:17][CH3:18])=[CH:14][CH:15]=2)[NH:10][N:9]=1)=[C:5]([CH3:7])[CH3:6])=[O:2].Br[CH2:24][C:25](=[O:31])[C:26]([CH3:30])([CH3:29])[CH2:27][CH3:28], predict the reaction product. The product is: [P:1]([O:21][CH3:22])([O:19][CH3:20])([O:3][C:4]([C:8]1[C:16]2[C:11](=[CH:12][C:13]([O:17][CH3:18])=[CH:14][CH:15]=2)[N:10]([CH2:24][C:25](=[O:31])[C:26]([CH3:30])([CH3:29])[CH2:27][CH3:28])[N:9]=1)=[C:5]([CH3:7])[CH3:6])=[O:2]. (5) Given the reactants [CH3:1][C:2]1[CH:8]=[CH:7][C:5]([NH2:6])=[CH:4][C:3]=1[N:9]1[C:16]2[N:12]([N:13]=[C:14]([C:17]3[CH:18]=[N:19][CH:20]=[CH:21][CH:22]=3)[CH:15]=2)[CH:11]=[CH:10]1.[C:23]([C:25]1[CH:26]=[C:27]([CH:31]=[C:32]([C:34]2([OH:38])[CH2:37][CH2:36][CH2:35]2)[CH:33]=1)[C:28](O)=[O:29])#[N:24], predict the reaction product. The product is: [C:23]([C:25]1[CH:26]=[C:27]([CH:31]=[C:32]([C:34]2([OH:38])[CH2:35][CH2:36][CH2:37]2)[CH:33]=1)[C:28]([NH:6][C:5]1[CH:7]=[CH:8][C:2]([CH3:1])=[C:3]([N:9]2[C:16]3[N:12]([N:13]=[C:14]([C:17]4[CH:18]=[N:19][CH:20]=[CH:21][CH:22]=4)[CH:15]=3)[CH:11]=[CH:10]2)[CH:4]=1)=[O:29])#[N:24]. (6) Given the reactants C([O:3][C:4](=[O:23])/[CH:5]=[CH:6]/[C:7]([N:9]1[C:14]2[CH:15]=[C:16]([Cl:19])[CH:17]=[CH:18][C:13]=2[O:12][CH:11]([CH:20]([CH3:22])[CH3:21])[CH2:10]1)=[O:8])C.[OH-].[Na+].Cl, predict the reaction product. The product is: [Cl:19][C:16]1[CH:17]=[CH:18][C:13]2[O:12][CH:11]([CH:20]([CH3:22])[CH3:21])[CH2:10][N:9]([C:7](=[O:8])/[CH:6]=[CH:5]/[C:4]([OH:23])=[O:3])[C:14]=2[CH:15]=1. (7) Given the reactants [Si]([O:8][CH2:9][C:10]1[N:11]([C:21]2[CH:26]=[CH:25][CH:24]=[CH:23][CH:22]=2)[C:12](=[O:20])[C:13]2[N:14]([CH:16]=[CH:17][C:18]=2[CH3:19])[CH:15]=1)(C(C)(C)C)(C)C.CCCC[N+](CCCC)(CCCC)CCCC.[F-], predict the reaction product. The product is: [OH:8][CH2:9][C:10]1[N:11]([C:21]2[CH:22]=[CH:23][CH:24]=[CH:25][CH:26]=2)[C:12](=[O:20])[C:13]2[N:14]([CH:16]=[CH:17][C:18]=2[CH3:19])[CH:15]=1. (8) Given the reactants [CH:1](NC(C)C)(C)C.C([Li])CCC.[F:13][C:14]1[CH:19]=[C:18]([F:20])[CH:17]=[CH:16][C:15]=1[NH:21][S:22]([C:25]1[CH:30]=[CH:29][C:28]([C:31]([F:34])([F:33])[F:32])=[CH:27][CH:26]=1)(=[O:24])=[O:23].Cl.[OH2:36], predict the reaction product. The product is: [F:13][C:14]1[C:19]([CH:1]=[O:36])=[C:18]([F:20])[CH:17]=[CH:16][C:15]=1[NH:21][S:22]([C:25]1[CH:30]=[CH:29][C:28]([C:31]([F:34])([F:32])[F:33])=[CH:27][CH:26]=1)(=[O:23])=[O:24]. (9) Given the reactants [CH2:1]([C@@H:5]1[NH:10][CH2:9][C@H:8]([CH2:11][CH:12]([CH3:14])[CH3:13])[NH:7][C:6]1=[O:15])[CH:2]([CH3:4])[CH3:3].[CH2:16](Br)[CH:17]=[CH:18][C:19]1[CH:24]=[CH:23][CH:22]=[CH:21][CH:20]=1, predict the reaction product. The product is: [CH2:1]([C@@H:5]1[N:10]([CH2:16][CH:17]=[CH:18][C:19]2[CH:24]=[CH:23][CH:22]=[CH:21][CH:20]=2)[CH2:9][C@H:8]([CH2:11][CH:12]([CH3:14])[CH3:13])[NH:7][C:6]1=[O:15])[CH:2]([CH3:4])[CH3:3]. (10) Given the reactants [CH:1]([C:4]1[C:8]([CH2:9][CH2:10][CH2:11][OH:12])=[CH:7][N:6]([C:13]2[CH:18]=[CH:17][C:16]([C:19]([F:22])([F:21])[F:20])=[CH:15][N:14]=2)[N:5]=1)([CH3:3])[CH3:2].[CH2:23]([C:25]1[CH:39]=[CH:38][C:28]([O:29][C:30]([CH3:37])([CH3:36])[C:31]([O:33]CC)=[O:32])=[CH:27][C:26]=1O)[CH3:24].C(P(CCCC)CCCC)CCC.N(C(N1CCCCC1)=O)=NC(N1CCCCC1)=O, predict the reaction product. The product is: [CH2:23]([C:25]1[CH:39]=[CH:38][C:28]([O:29][C:30]([CH3:36])([CH3:37])[C:31]([OH:33])=[O:32])=[CH:27][C:26]=1[O:12][CH2:11][CH2:10][CH2:9][C:8]1[C:4]([CH:1]([CH3:3])[CH3:2])=[N:5][N:6]([C:13]2[CH:18]=[CH:17][C:16]([C:19]([F:21])([F:20])[F:22])=[CH:15][N:14]=2)[CH:7]=1)[CH3:24].